This data is from Forward reaction prediction with 1.9M reactions from USPTO patents (1976-2016). The task is: Predict the product of the given reaction. (1) Given the reactants [CH2:1]([C:8]1[N:9]=[N:10][N:11]([CH:13]2[CH2:32][N:17]3[C:18]4[C:23]([C:24]([CH2:25][C:26]([O:28]CCC)=[O:27])=[C:16]3[CH2:15][CH2:14]2)=[CH:22][CH:21]=[CH:20][CH:19]=4)[CH:12]=1)[C:2]1[CH:7]=[CH:6][CH:5]=[CH:4][CH:3]=1.[OH-].[K+], predict the reaction product. The product is: [CH2:1]([C:8]1[N:9]=[N:10][N:11]([CH:13]2[CH2:32][N:17]3[C:18]4[C:23]([C:24]([CH2:25][C:26]([OH:28])=[O:27])=[C:16]3[CH2:15][CH2:14]2)=[CH:22][CH:21]=[CH:20][CH:19]=4)[CH:12]=1)[C:2]1[CH:3]=[CH:4][CH:5]=[CH:6][CH:7]=1. (2) Given the reactants [O:1]1[C:5]2[CH:6]=[CH:7][C:8]([C:10](=[O:19])[CH2:11][C:12]3[CH:17]=[CH:16][CH:15]=[C:14]([CH3:18])[N:13]=3)=[CH:9][C:4]=2[O:3][CH2:2]1.[Br:20]Br, predict the reaction product. The product is: [O:1]1[C:5]2[CH:6]=[CH:7][C:8]([C:10](=[O:19])[CH:11]([Br:20])[C:12]3[CH:17]=[CH:16][CH:15]=[C:14]([CH3:18])[N:13]=3)=[CH:9][C:4]=2[O:3][CH2:2]1. (3) The product is: [F:3][C:4]1[CH:9]=[CH:8][C:7]([CH:10]([CH2:20][C:21]([OH:23])=[O:22])[CH2:11][C:12]([OH:14])=[O:13])=[CH:6][CH:5]=1. Given the reactants [OH-].[Na+].[F:3][C:4]1[CH:9]=[CH:8][C:7]([CH:10]([CH2:20][C:21]([O:23]C)=[O:22])[CH:11](C(OC)=O)[C:12]([O:14]C)=[O:13])=[CH:6][CH:5]=1, predict the reaction product. (4) Given the reactants [NH2:1][C:2]1[CH:16]=[CH:15][C:5]([CH2:6][P:7](=[O:14])([O:11][CH2:12][CH3:13])[O:8][CH2:9][CH3:10])=[CH:4][CH:3]=1.[C:17]1([C:23]2[O:27][N:26]=[CH:25][C:24]=2[CH2:28][CH2:29][C:30](O)=[O:31])[CH:22]=[CH:21][CH:20]=[CH:19][CH:18]=1.O.ON1C2C=CC=CC=2N=N1.Cl.C(N=C=NCCCN(C)C)C, predict the reaction product. The product is: [CH2:12]([O:11][P:7]([CH2:6][C:5]1[CH:4]=[CH:3][C:2]([NH:1][C:30](=[O:31])[CH2:29][CH2:28][C:24]2[CH:25]=[N:26][O:27][C:23]=2[C:17]2[CH:18]=[CH:19][CH:20]=[CH:21][CH:22]=2)=[CH:16][CH:15]=1)([O:8][CH2:9][CH3:10])=[O:14])[CH3:13].